Dataset: NCI-60 drug combinations with 297,098 pairs across 59 cell lines. Task: Regression. Given two drug SMILES strings and cell line genomic features, predict the synergy score measuring deviation from expected non-interaction effect. (1) Drug 1: C1CN1P(=S)(N2CC2)N3CC3. Drug 2: CCC1(CC2CC(C3=C(CCN(C2)C1)C4=CC=CC=C4N3)(C5=C(C=C6C(=C5)C78CCN9C7C(C=CC9)(C(C(C8N6C)(C(=O)OC)O)OC(=O)C)CC)OC)C(=O)OC)O.OS(=O)(=O)O. Cell line: OVCAR-4. Synergy scores: CSS=0.485, Synergy_ZIP=-0.206, Synergy_Bliss=-0.550, Synergy_Loewe=-1.80, Synergy_HSA=-2.28. (2) Synergy scores: CSS=14.9, Synergy_ZIP=-0.800, Synergy_Bliss=1.19, Synergy_Loewe=1.10, Synergy_HSA=1.84. Drug 1: CC1=C(C(CCC1)(C)C)C=CC(=CC=CC(=CC(=O)O)C)C. Drug 2: CC1=C(C=C(C=C1)C(=O)NC2=CC(=CC(=C2)C(F)(F)F)N3C=C(N=C3)C)NC4=NC=CC(=N4)C5=CN=CC=C5. Cell line: T-47D. (3) Drug 1: CC1=C2C(C(=O)C3(C(CC4C(C3C(C(C2(C)C)(CC1OC(=O)C(C(C5=CC=CC=C5)NC(=O)OC(C)(C)C)O)O)OC(=O)C6=CC=CC=C6)(CO4)OC(=O)C)OC)C)OC. Drug 2: C1CNP(=O)(OC1)N(CCCl)CCCl. Cell line: KM12. Synergy scores: CSS=47.4, Synergy_ZIP=7.81, Synergy_Bliss=6.95, Synergy_Loewe=-36.1, Synergy_HSA=2.47. (4) Drug 1: C1C(C(OC1N2C=NC3=C(N=C(N=C32)Cl)N)CO)O. Drug 2: CCCCCOC(=O)NC1=NC(=O)N(C=C1F)C2C(C(C(O2)C)O)O. Cell line: NCI-H522. Synergy scores: CSS=4.39, Synergy_ZIP=-2.79, Synergy_Bliss=1.88, Synergy_Loewe=-17.3, Synergy_HSA=-0.634. (5) Drug 1: CC1=C(C(=CC=C1)Cl)NC(=O)C2=CN=C(S2)NC3=CC(=NC(=N3)C)N4CCN(CC4)CCO. Drug 2: CC(C)NC(=O)C1=CC=C(C=C1)CNNC.Cl. Cell line: NCI-H460. Synergy scores: CSS=-5.25, Synergy_ZIP=2.26, Synergy_Bliss=-1.67, Synergy_Loewe=-2.34, Synergy_HSA=-6.97. (6) Drug 1: C1CN(CCN1C(=O)CCBr)C(=O)CCBr. Drug 2: C1=NNC2=C1C(=O)NC=N2. Cell line: A498. Synergy scores: CSS=12.5, Synergy_ZIP=-2.27, Synergy_Bliss=2.81, Synergy_Loewe=0.367, Synergy_HSA=0.622.